From a dataset of Full USPTO retrosynthesis dataset with 1.9M reactions from patents (1976-2016). Predict the reactants needed to synthesize the given product. (1) Given the product [Cl:1][C:2]1[CH:3]=[C:4]([NH2:17])[C:5]([NH2:16])=[CH:6][C:7]=1[S:8][C:9]1[CH:10]=[C:11]([CH3:15])[CH:12]=[CH:13][CH:14]=1, predict the reactants needed to synthesize it. The reactants are: [Cl:1][C:2]1[C:7]([S:8][C:9]2[CH:10]=[C:11]([CH3:15])[CH:12]=[CH:13][CH:14]=2)=[CH:6][C:5]([NH2:16])=[C:4]([N+:17]([O-])=O)[CH:3]=1.[Cl-].[NH4+].CC(C)=O. (2) Given the product [OH:21][CH:18]1[CH2:17][CH2:16][N:15]([C:13]2[N:14]=[C:9]([N:3]3[CH2:4][CH:5]4[O:8][CH:1]([CH2:7][CH2:6]4)[CH2:2]3)[N:10]=[C:11]([C:22]3[CH:23]=[CH:24][C:25]([NH:28][C:29]([NH:31][C:32]4[CH:33]=[CH:34][N:35]=[CH:36][CH:37]=4)=[O:30])=[CH:26][CH:27]=3)[N:12]=2)[CH2:20][CH2:19]1.[C:38]([OH:44])([C:40]([F:43])([F:42])[F:41])=[O:39], predict the reactants needed to synthesize it. The reactants are: [CH:1]12[O:8][CH:5]([CH2:6][CH2:7]1)[CH2:4][N:3]([C:9]1[N:14]=[C:13]([N:15]3[CH2:20][CH2:19][C:18](=[O:21])[CH2:17][CH2:16]3)[N:12]=[C:11]([C:22]3[CH:27]=[CH:26][C:25]([NH:28][C:29]([NH:31][C:32]4[CH:37]=[CH:36][N:35]=[CH:34][CH:33]=4)=[O:30])=[CH:24][CH:23]=3)[N:10]=1)[CH2:2]2.[C:38]([OH:44])([C:40]([F:43])([F:42])[F:41])=[O:39].[BH4-].[Na+]. (3) Given the product [CH2:1]([O:3][C:4]([CH2:6][C:7]1[C:16]2[C:11](=[CH:12][CH:13]=[CH:14][CH:15]=2)[N:10]=[CH:9][CH:8]=1)=[O:5])[CH3:2], predict the reactants needed to synthesize it. The reactants are: [CH2:1]([O:3][C:4]([CH:6](C(OCC)=O)[C:7]1[C:16]2[C:11](=[CH:12][CH:13]=[CH:14][CH:15]=2)[N:10]=[CH:9][CH:8]=1)=[O:5])[CH3:2].[Na+].[Cl-].O. (4) Given the product [CH3:1][C:2]1([C:17]([OH:19])=[O:18])[CH2:3][CH2:4][CH:5]([O:8][CH2:9][O:10][CH2:11][CH2:12][Si:13]([CH3:14])([CH3:15])[CH3:16])[CH2:6][CH2:7]1, predict the reactants needed to synthesize it. The reactants are: [CH3:1][C:2]1([C:17]([O:19]C)=[O:18])[CH2:7][CH2:6][CH:5]([O:8][CH2:9][O:10][CH2:11][CH2:12][Si:13]([CH3:16])([CH3:15])[CH3:14])[CH2:4][CH2:3]1.[OH-].[Na+].Cl. (5) Given the product [CH3:1][N:2]([CH:10]1[CH2:11][CH2:12][N:13]([C:17]2[CH:22]=[N:21][CH:20]=[C:19]([CH3:23])[N:18]=2)[CH2:14][CH2:15]1)[C:3](=[O:9])[O:4][C:5]([CH3:8])([CH3:6])[CH3:7], predict the reactants needed to synthesize it. The reactants are: [CH3:1][N:2]([CH:10]1[CH2:15][CH2:14][NH:13][CH2:12][CH2:11]1)[C:3](=[O:9])[O:4][C:5]([CH3:8])([CH3:7])[CH3:6].Cl[C:17]1[CH:22]=[N:21][CH:20]=[C:19]([CH3:23])[N:18]=1.C1C=CC(P(C2C(C3C(P(C4C=CC=CC=4)C4C=CC=CC=4)=CC=C4C=3C=CC=C4)=C3C(C=CC=C3)=CC=2)C2C=CC=CC=2)=CC=1. (6) Given the product [CH:11]1([C:8]2[NH:7][C:6](=[O:16])[C:5]([CH:2]([NH:1][C:22]([CH:17]3[CH2:19][CH2:20][CH2:21]3)=[O:23])[CH2:3][CH3:4])=[N:10][N:9]=2)[CH2:15][CH2:14][CH2:13][CH2:12]1, predict the reactants needed to synthesize it. The reactants are: [NH2:1][CH:2]([C:5]1[C:6](=[O:16])[NH:7][C:8]([CH:11]2[CH2:15][CH2:14][CH2:13][CH2:12]2)=[N:9][N:10]=1)[CH2:3][CH3:4].[CH:17]1([C:22](Cl)=[O:23])[CH2:21][CH2:20][CH2:19]C1. (7) Given the product [CH3:40][C:39]1[N:1]([C:2]2[CH:3]=[CH:4][C:5]([C:6]([N:8]3[C:17]4[C:12](=[CH:13][CH:14]=[CH:15][CH:16]=4)[C@H:11]([N:18]([C:23]4[CH:24]=[CH:25][CH:26]=[CH:27][CH:28]=4)[C:19](=[O:22])[CH2:20][CH3:21])[CH2:10][C@@H:9]3[CH3:29])=[O:7])=[CH:30][CH:31]=2)[C:42]([CH3:41])=[CH:37][CH:38]=1, predict the reactants needed to synthesize it. The reactants are: [NH2:1][C:2]1[CH:31]=[CH:30][C:5]([C:6]([N:8]2[C:17]3[C:12](=[CH:13][CH:14]=[CH:15][CH:16]=3)[C@H:11]([N:18]([C:23]3[CH:28]=[CH:27][CH:26]=[CH:25][CH:24]=3)[C:19](=[O:22])[CH2:20][CH3:21])[CH2:10][C@@H:9]2[CH3:29])=[O:7])=[CH:4][CH:3]=1.C(O)(=O)CC.[CH:37]1[CH:42]=[CH:41][CH:40]=[CH:39][CH:38]=1. (8) Given the product [CH3:22][S:23]([C:26]1[CH:31]=[C:30]([C:2]2[S:6][C:5]([C:7]3[N:11]([C:12]4[CH:17]=[CH:16][N:15]=[CH:14][CH:13]=4)[N:10]=[C:9]([C:18]([O:20][CH3:21])=[O:19])[CH:8]=3)=[CH:4][CH:3]=2)[CH:29]=[CH:28][CH:27]=1)(=[O:25])=[O:24], predict the reactants needed to synthesize it. The reactants are: Br[C:2]1[S:6][C:5]([C:7]2[N:11]([C:12]3[CH:17]=[CH:16][N:15]=[CH:14][CH:13]=3)[N:10]=[C:9]([C:18]([O:20][CH3:21])=[O:19])[CH:8]=2)=[CH:4][CH:3]=1.[CH3:22][S:23]([C:26]1[CH:27]=[C:28](B(O)O)[CH:29]=[CH:30][CH:31]=1)(=[O:25])=[O:24].C([O-])([O-])=O.[Na+].[Na+].C1(P(=O)(C2C=CC=CC=2)C2C=CC=CC=2)C=CC=CC=1. (9) Given the product [O:34]=[S:2]1(=[O:1])[CH2:3][CH:4]=[C:5]([C:8]2[CH:13]=[CH:12][C:11]([N:14]3[CH2:18][C@H:17]([CH2:19][N:20]4[CH:24]=[C:23]([CH2:25][C:26]#[CH:27])[N:22]=[N:21]4)[O:16][C:15]3=[O:32])=[CH:10][C:9]=2[F:33])[CH2:6][CH2:7]1, predict the reactants needed to synthesize it. The reactants are: [O:1]=[S:2]1(=[O:34])[CH2:7][CH:6]=[C:5]([C:8]2[CH:13]=[CH:12][C:11]([N:14]3[CH2:18][C@H:17]([CH2:19][N:20]4[CH:24]=[C:23]([CH2:25][C:26]#[C:27][Si](C)(C)C)[N:22]=[N:21]4)[O:16][C:15]3=[O:32])=[CH:10][C:9]=2[F:33])[CH2:4][CH2:3]1.[OH-].[K+].Cl.